Task: Predict the reactants needed to synthesize the given product.. Dataset: Full USPTO retrosynthesis dataset with 1.9M reactions from patents (1976-2016) (1) Given the product [CH:37]([N:28]1[CH2:29][C@H:25]([NH:24][S:21]([C:18]2[CH:19]=[CH:20][C:15]([O:14][CH2:13][C:11]3[C:10]4[C:5](=[CH:6][CH:7]=[CH:8][CH:9]=4)[N:4]=[C:3]([CH3:2])[CH:12]=3)=[CH:16][CH:17]=2)(=[O:23])=[O:22])[C@H:26]([C:30]([O:32][C:33]([CH3:36])([CH3:35])[CH3:34])=[O:31])[CH2:27]1)=[O:38], predict the reactants needed to synthesize it. The reactants are: Cl.[CH3:2][C:3]1[CH:12]=[C:11]([CH2:13][O:14][C:15]2[CH:20]=[CH:19][C:18]([S:21]([NH:24][C@H:25]3[CH2:29][NH:28][CH2:27][C@H:26]3[C:30]([O:32][C:33]([CH3:36])([CH3:35])[CH3:34])=[O:31])(=[O:23])=[O:22])=[CH:17][CH:16]=2)[C:10]2[C:5](=[CH:6][CH:7]=[CH:8][CH:9]=2)[N:4]=1.[CH:37](OCC)=[O:38]. (2) Given the product [O:30]1[CH2:34][CH2:33][CH:32]=[C:31]1/[CH:35]=[C:5](/[C:4]([O:3][CH2:1][CH3:2])=[O:29])\[CH2:6][C:7]([OH:9])=[O:8], predict the reactants needed to synthesize it. The reactants are: [CH2:1]([O:3][C:4](=[O:29])[C:5](=P(C1C=CC=CC=1)(C1C=CC=CC=1)C1C=CC=CC=1)[CH2:6][C:7]([OH:9])=[O:8])[CH3:2].[O:30]1[CH2:34][CH2:33][CH:32]=[C:31]1[CH:35]=O. (3) Given the product [CH3:26][O:27][C:28]1[CH:33]=[C:32]([C:34]([F:37])([F:36])[F:35])[CH:31]=[CH:30][C:29]=1[C:38]1[C:47]2[C:42](=[CH:43][C:44]([S:48]([NH:8][C:9]3[S:10][CH:11]=[CH:12][N:13]=3)(=[O:50])=[O:49])=[CH:45][CH:46]=2)[N:41]=[N:40][CH:39]=1, predict the reactants needed to synthesize it. The reactants are: COC1C=CC(C[NH:8][C:9]2[S:10][CH:11]=[CH:12][N:13]=2)=CC=1.C[Si]([N-][Si](C)(C)C)(C)C.[Li+].[CH3:26][O:27][C:28]1[CH:33]=[C:32]([C:34]([F:37])([F:36])[F:35])[CH:31]=[CH:30][C:29]=1[C:38]1[C:47]2[C:42](=[CH:43][C:44]([S:48](Cl)(=[O:50])=[O:49])=[CH:45][CH:46]=2)[N:41]=[N:40][CH:39]=1.C(O)(=O)C. (4) Given the product [C:19]([C:21]1[CH:22]=[C:23]([NH:27][C:28](=[S:29])[NH:1][C:2]2[CH:3]=[C:4]([CH:14]=[CH:15][C:16]=2[O:17][CH3:18])[C:5]([NH:7][C:8]2[CH:13]=[CH:12][CH:11]=[CH:10][CH:9]=2)=[O:6])[CH:24]=[CH:25][CH:26]=1)#[N:20], predict the reactants needed to synthesize it. The reactants are: [NH2:1][C:2]1[CH:3]=[C:4]([CH:14]=[CH:15][C:16]=1[O:17][CH3:18])[C:5]([NH:7][C:8]1[CH:13]=[CH:12][CH:11]=[CH:10][CH:9]=1)=[O:6].[C:19]([C:21]1[CH:22]=[C:23]([N:27]=[C:28]=[S:29])[CH:24]=[CH:25][CH:26]=1)#[N:20]. (5) Given the product [ClH:35].[F:8][C:6]1[CH:5]=[C:4]([S:9]([C:12]2[CH:13]=[C:14]3[C:18](=[CH:19][CH:20]=2)[N:17]([CH3:21])[C:16]2[CH2:22][CH:23]4[NH:27][CH:26]([C:15]3=2)[CH2:25][CH2:24]4)(=[O:11])=[O:10])[CH:3]=[C:2]([F:1])[CH:7]=1, predict the reactants needed to synthesize it. The reactants are: [F:1][C:2]1[CH:3]=[C:4]([S:9]([C:12]2[CH:20]=[CH:19][C:18]3[N:17]([CH3:21])[C:16]4[CH2:22][CH:23]5[NH:27][CH:26]([C:15]=4[C:14]=3[C:13]=2C(OC(C)(C)C)=O)[CH2:25][CH2:24]5)(=[O:11])=[O:10])[CH:5]=[C:6]([F:8])[CH:7]=1.[ClH:35]. (6) The reactants are: S(=O)(=O)(O)O.[CH3:6][C:7]1[CH:19]=[C:18]([NH2:20])[C:17]2[C:16]3[C:11](=[CH:12][C:13]([CH3:21])=[CH:14][CH:15]=3)[C:10]([CH3:23])([CH3:22])[C:9]=2[CH:8]=1.[As+3]=O.O[CH2:27][CH:28]([CH2:30]O)O.N. Given the product [CH3:6][C:7]1[CH:8]=[C:9]2[C:10]([CH3:23])([CH3:22])[C:11]3[C:16]([C:17]2=[C:18]2[C:19]=1[CH:27]=[CH:28][CH:30]=[N:20]2)=[CH:15][CH:14]=[C:13]([CH3:21])[CH:12]=3, predict the reactants needed to synthesize it.